This data is from Catalyst prediction with 721,799 reactions and 888 catalyst types from USPTO. The task is: Predict which catalyst facilitates the given reaction. (1) Reactant: Cl[C:2]1[C:7]([C:8]([O:10][CH2:11][CH3:12])=[S:9])=[CH:6][N:5]=[C:4]([CH3:13])[N:3]=1.[F:14][C:15]1[CH:21]=[CH:20][C:18]([NH2:19])=[CH:17][CH:16]=1. Product: [F:14][C:15]1[CH:21]=[CH:20][C:18]([NH:19][C:2]2[C:7]([C:8]([O:10][CH2:11][CH3:12])=[S:9])=[CH:6][N:5]=[C:4]([CH3:13])[N:3]=2)=[CH:17][CH:16]=1. The catalyst class is: 10. (2) Reactant: [C:1]([O:5][C:6](=[O:26])[NH:7][C:8]1([C:12]2[CH:17]=[CH:16][C:15]([C:18]#[C:19][C:20]3[CH:25]=[CH:24][CH:23]=[CH:22][CH:21]=3)=[CH:14][CH:13]=2)[CH2:11][CH2:10][CH2:9]1)([CH3:4])([CH3:3])[CH3:2].[O-:27][Mn](=O)(=O)=O.[K+].CCOC(C)=O.[OH2:39]. Product: [O:39]=[C:19]([C:20]1[CH:25]=[CH:24][CH:23]=[CH:22][CH:21]=1)[C:18]([C:15]1[CH:14]=[CH:13][C:12]([C:8]2([NH:7][C:6](=[O:26])[O:5][C:1]([CH3:4])([CH3:2])[CH3:3])[CH2:9][CH2:10][CH2:11]2)=[CH:17][CH:16]=1)=[O:27]. The catalyst class is: 21. (3) Reactant: I[C:2]1[CH:3]=[C:4]2[C:9](=[C:10]([CH3:12])[CH:11]=1)[N:8]=[CH:7][C:6]([C:13]([NH2:15])=[O:14])=[C:5]2[NH:16][C:17]1[CH:22]=[CH:21][CH:20]=[C:19]([O:23][CH3:24])[CH:18]=1.CCN(C(C)C)C(C)C.CC1(C)C2C(=C(P(C3C=CC=CC=3)C3C=CC=CC=3)C=CC=2)OC2C(P(C3C=CC=CC=3)C3C=CC=CC=3)=CC=CC1=2.[SH:76][CH2:77][CH2:78][CH2:79][CH2:80][CH2:81][CH2:82][CH2:83][CH2:84][CH2:85][CH2:86][CH2:87][OH:88]. Product: [OH:88][CH2:87][CH2:86][CH2:85][CH2:84][CH2:83][CH2:82][CH2:81][CH2:80][CH2:79][CH2:78][CH2:77][S:76][C:2]1[CH:3]=[C:4]2[C:9](=[C:10]([CH3:12])[CH:11]=1)[N:8]=[CH:7][C:6]([C:13]([NH2:15])=[O:14])=[C:5]2[NH:16][C:17]1[CH:22]=[CH:21][CH:20]=[C:19]([O:23][CH3:24])[CH:18]=1. The catalyst class is: 102. (4) Reactant: [NH2:1][CH:2]1[CH2:7][CH2:6][CH2:5][CH:4]([NH:8][C:9]2[CH:16]=[CH:15][C:12]([C:13]#[N:14])=[C:11]([C:17]([F:20])([F:19])[F:18])[CH:10]=2)[CH2:3]1.[CH:21](=O)[C:22]1C=CC=CC=1.[H-].[Na+].ICC. Product: [NH2:1][CH:2]1[CH2:7][CH2:6][CH2:5][CH:4]([N:8]([CH2:21][CH3:22])[C:9]2[CH:16]=[CH:15][C:12]([C:13]#[N:14])=[C:11]([C:17]([F:18])([F:19])[F:20])[CH:10]=2)[CH2:3]1. The catalyst class is: 11. (5) Reactant: [NH:1]1[C:9]2[C:4](=[CH:5][CH:6]=[CH:7][CH:8]=2)[CH:3]=[CH:2]1.C1(=O)O[CH2:13][CH2:12][O:11]1.C([O-])([O-])=O.[K+].[K+]. Product: [N:1]1([CH2:13][CH2:12][OH:11])[C:9]2[C:4](=[CH:5][CH:6]=[CH:7][CH:8]=2)[CH:3]=[CH:2]1. The catalyst class is: 174. (6) Reactant: [I:1][C:2]1[CH:6]=[C:5]([C:7]2[CH:12]=[CH:11][C:10]([C:13]([F:16])([F:15])[F:14])=[CH:9][CH:8]=2)[S:4][C:3]=1[CH:17](O)[CH3:18].[CH3:20][O:21][C:22](=[O:33])[CH2:23][CH2:24][C:25]1[CH:30]=[CH:29][C:28]([SH:31])=[CH:27][C:26]=1[CH3:32].C(P(CCCC)CCCC)CCC.N(C(N1CCCCC1)=O)=NC(N1CCCCC1)=O. Product: [CH3:20][O:21][C:22](=[O:33])[CH2:23][CH2:24][C:25]1[CH:30]=[CH:29][C:28]([S:31][CH:17]([C:3]2[S:4][C:5]([C:7]3[CH:12]=[CH:11][C:10]([C:13]([F:16])([F:15])[F:14])=[CH:9][CH:8]=3)=[CH:6][C:2]=2[I:1])[CH3:18])=[CH:27][C:26]=1[CH3:32]. The catalyst class is: 345. (7) Reactant: CC1[N:3]([C:8]2[CH:12]=[C:11]([C:13]([CH3:18])([CH3:17])[C:14]([NH2:16])=[O:15])[N:10]([CH3:19])[N:9]=2)C(C)=CC=1.Cl.NO.[OH-].[K+]. The catalyst class is: 8. Product: [NH2:3][C:8]1[CH:12]=[C:11]([C:13]([CH3:17])([CH3:18])[C:14]([NH2:16])=[O:15])[N:10]([CH3:19])[N:9]=1. (8) Reactant: [Cl:1][C:2]1[C:10]2[N:9]=[C:8]([NH:11][C:12]3[C:13]([CH3:20])=[N:14][C:15]([O:18][CH3:19])=[CH:16][CH:17]=3)[N:7]([CH2:21][CH2:22][CH2:23]O)[C:6]=2[C:5]([C:25]([O:27][CH3:28])=[O:26])=[CH:4][CH:3]=1.C(N(CC)CC)C.CS(Cl)(=O)=O.C(=O)([O-])[O-].[K+].[K+]. Product: [Cl:1][C:2]1[CH:3]=[CH:4][C:5]([C:25]([O:27][CH3:28])=[O:26])=[C:6]2[C:10]=1[N:9]=[C:8]1[N:11]([C:12]3[C:13]([CH3:20])=[N:14][C:15]([O:18][CH3:19])=[CH:16][CH:17]=3)[CH2:23][CH2:22][CH2:21][N:7]21. The catalyst class is: 30. (9) Reactant: [Cl:1][C:2]1[C:6]([CH2:7]O)=[C:5]([Cl:9])[N:4]([CH2:10][CH3:11])[N:3]=1.P(Br)(Br)[Br:13].O. Product: [Br:13][CH2:7][C:6]1[C:2]([Cl:1])=[N:3][N:4]([CH2:10][CH3:11])[C:5]=1[Cl:9]. The catalyst class is: 27. (10) Product: [Cl:18][C:6]1[C:7]([NH:10][CH2:11][C:12]2[CH:17]=[CH:16][CH:15]=[CH:14][N:13]=2)=[N:8][CH:9]=[C:4]([N+:1]([O-:3])=[O:2])[CH:5]=1. Reactant: [N+:1]([C:4]1[CH:5]=[CH:6][C:7]([NH:10][CH2:11][C:12]2[CH:17]=[CH:16][CH:15]=[CH:14][N:13]=2)=[N:8][CH:9]=1)([O-:3])=[O:2].[Cl:18]N1C(=O)CCC1=O. The catalyst class is: 10.